This data is from Experimentally validated miRNA-target interactions with 360,000+ pairs, plus equal number of negative samples. The task is: Binary Classification. Given a miRNA mature sequence and a target amino acid sequence, predict their likelihood of interaction. The miRNA is mmu-miR-19b-3p with sequence UGUGCAAAUCCAUGCAAAACUGA. The protein sequence of the target gene is MSTQRLRNEDYHDYSSTDVSPEESPSEGLGSFSPGSYQRLGENSSMTWFQTLIHLLKGNIGTGLLGLPLAVKNAGLLLGPLSLLVIGIVAVHCMGILVKCAHHLCRRLNKPFLDYGDTVMYGLECSPSTWVRNHSHWGRRIVDFFLIVTQLGFCCVYFVFLADNFKQVIEAANGTTTNCNNNVTVIPTPTMDSRLYMLSFLPFLVLLSFIRNLRVLSIFSLLANISMFVSLIMIYQFIVQRIPDPSHLPLVAPWKTYPLFFGTAIFAFEGIGVVLPLENKMKDSQKFPLILYLGMAIITV.... Result: 1 (interaction).